From a dataset of HIV replication inhibition screening data with 41,000+ compounds from the AIDS Antiviral Screen. Binary Classification. Given a drug SMILES string, predict its activity (active/inactive) in a high-throughput screening assay against a specified biological target. (1) The drug is O=C(O)c1c(O)c2cc(Cl)ccc2oc1=O. The result is 0 (inactive). (2) The molecule is CC(c1ccccc1)C(O)S(=O)(=O)O. The result is 0 (inactive). (3) The drug is CC(=NNC(=S)N1CC2CCC(CC2)C1)c1cccc(C)n1. The result is 0 (inactive). (4) The compound is COc1cc(C=C2C=Cc3ccccc32)ccc1N(C)C. The result is 0 (inactive). (5) The drug is Oc1ccc(CCc2nc3ccccc3[nH]2)cc1. The result is 0 (inactive). (6) The molecule is CC1(C)OC(=O)C(=Cc2ccccc2Cl)C(=O)O1. The result is 0 (inactive).